Dataset: Full USPTO retrosynthesis dataset with 1.9M reactions from patents (1976-2016). Task: Predict the reactants needed to synthesize the given product. Given the product [C:19]([O:18][C:16](=[O:17])[CH2:15][N:14]1[C:5]2=[N:6][C:7]([C:10]([O:12][CH3:13])=[O:11])=[CH:8][CH:9]=[C:4]2[C:3]([CH:23]2[CH2:28][CH2:27][CH2:26][CH2:25][CH2:24]2)=[C:2]1[C:29]1[CH:34]=[CH:33][CH:32]=[CH:31][CH:30]=1)([CH3:22])([CH3:21])[CH3:20], predict the reactants needed to synthesize it. The reactants are: Br[C:2]1[N:14]([CH2:15][C:16]([O:18][C:19]([CH3:22])([CH3:21])[CH3:20])=[O:17])[C:5]2=[N:6][C:7]([C:10]([O:12][CH3:13])=[O:11])=[CH:8][CH:9]=[C:4]2[C:3]=1[CH:23]1[CH2:28][CH2:27][CH2:26][CH2:25][CH2:24]1.[C:29]1(B(O)O)[CH:34]=[CH:33][CH:32]=[CH:31][CH:30]=1.P([O-])([O-])([O-])=O.[K+].[K+].[K+].